Dataset: NCI-60 drug combinations with 297,098 pairs across 59 cell lines. Task: Regression. Given two drug SMILES strings and cell line genomic features, predict the synergy score measuring deviation from expected non-interaction effect. (1) Drug 1: C1CC(C1)(C(=O)O)C(=O)O.[NH2-].[NH2-].[Pt+2]. Drug 2: CC=C1C(=O)NC(C(=O)OC2CC(=O)NC(C(=O)NC(CSSCCC=C2)C(=O)N1)C(C)C)C(C)C. Cell line: SK-OV-3. Synergy scores: CSS=48.4, Synergy_ZIP=0.459, Synergy_Bliss=1.97, Synergy_Loewe=-27.9, Synergy_HSA=2.83. (2) Drug 1: CC(C1=C(C=CC(=C1Cl)F)Cl)OC2=C(N=CC(=C2)C3=CN(N=C3)C4CCNCC4)N. Drug 2: C1C(C(OC1N2C=NC3=C(N=C(N=C32)Cl)N)CO)O. Cell line: SR. Synergy scores: CSS=79.0, Synergy_ZIP=7.70, Synergy_Bliss=8.42, Synergy_Loewe=7.67, Synergy_HSA=8.56. (3) Drug 1: C1=CC(=CC=C1CCC2=CNC3=C2C(=O)NC(=N3)N)C(=O)NC(CCC(=O)O)C(=O)O. Drug 2: C1=CC(=CC=C1CCCC(=O)O)N(CCCl)CCCl. Cell line: T-47D. Synergy scores: CSS=28.3, Synergy_ZIP=-8.28, Synergy_Bliss=-3.13, Synergy_Loewe=-0.995, Synergy_HSA=-0.810. (4) Drug 1: CC1=C(C(=CC=C1)Cl)NC(=O)C2=CN=C(S2)NC3=CC(=NC(=N3)C)N4CCN(CC4)CCO. Drug 2: C1CCC(C(C1)N)N.C(=O)(C(=O)[O-])[O-].[Pt+4]. Cell line: HS 578T. Synergy scores: CSS=13.6, Synergy_ZIP=-6.29, Synergy_Bliss=-0.867, Synergy_Loewe=1.19, Synergy_HSA=1.90. (5) Drug 1: C1=CC(=C2C(=C1NCCNCCO)C(=O)C3=C(C=CC(=C3C2=O)O)O)NCCNCCO. Drug 2: CC1=C2C(C(=O)C3(C(CC4C(C3C(C(C2(C)C)(CC1OC(=O)C(C(C5=CC=CC=C5)NC(=O)OC(C)(C)C)O)O)OC(=O)C6=CC=CC=C6)(CO4)OC(=O)C)O)C)O. Cell line: HCC-2998. Synergy scores: CSS=33.9, Synergy_ZIP=-4.93, Synergy_Bliss=-7.19, Synergy_Loewe=-7.92, Synergy_HSA=-3.44.